This data is from Catalyst prediction with 721,799 reactions and 888 catalyst types from USPTO. The task is: Predict which catalyst facilitates the given reaction. (1) Reactant: [CH:1]([C:4]1[CH:5]=[C:6]([CH:18]=[CH:19][CH:20]=1)[O:7][CH2:8][C:9]([NH:11][CH2:12][CH2:13][CH2:14][C:15]([OH:17])=[O:16])=[O:10])([CH3:3])[CH3:2].[N+:21]([C:24]1[CH:25]=[C:26]([S:30]([CH2:33][CH2:34]O)(=[O:32])=[O:31])[CH:27]=[CH:28][CH:29]=1)([O-:23])=[O:22].CC1C=CC(S(O)(=O)=O)=CC=1.O. Product: [N+:21]([C:24]1[CH:25]=[C:26]([S:30]([CH2:33][CH2:34][O:16][C:15](=[O:17])[CH2:14][CH2:13][CH2:12][NH:11][C:9](=[O:10])[CH2:8][O:7][C:6]2[CH:18]=[CH:19][CH:20]=[C:4]([CH:1]([CH3:3])[CH3:2])[CH:5]=2)(=[O:32])=[O:31])[CH:27]=[CH:28][CH:29]=1)([O-:23])=[O:22]. The catalyst class is: 48. (2) Reactant: Br[C:2]1[C:3]([CH3:24])=[C:4]([C:8]2[N:12]=[C:11]([C:13]3[CH:14]=[C:15]([Cl:23])[C:16]([O:19][CH:20]([CH3:22])[CH3:21])=[N:17][CH:18]=3)[O:10][N:9]=2)[CH:5]=[CH:6][CH:7]=1.Br[Zn][CH2:27][CH2:28][CH2:29][C:30]([O:32][CH2:33][CH3:34])=[O:31]. Product: [Cl:23][C:15]1[CH:14]=[C:13]([C:11]2[O:10][N:9]=[C:8]([C:4]3[C:3]([CH3:24])=[C:2]([CH2:27][CH2:28][CH2:29][C:30]([O:32][CH2:33][CH3:34])=[O:31])[CH:7]=[CH:6][CH:5]=3)[N:12]=2)[CH:18]=[N:17][C:16]=1[O:19][CH:20]([CH3:22])[CH3:21]. The catalyst class is: 176. (3) Reactant: [N:1]([CH2:4][C:5]1[N:10]=[C:9]([CH2:11][OH:12])[CH:8]=[CH:7][CH:6]=1)=[N+:2]=[N-:3].[OH-].[Na+].[S:15](Cl)([C:18]1[CH:24]=[CH:23][C:21]([CH3:22])=[CH:20][CH:19]=1)(=[O:17])=[O:16]. Product: [CH3:22][C:21]1[CH:23]=[CH:24][C:18]([S:15]([O:12][CH2:11][C:9]2[CH:8]=[CH:7][CH:6]=[C:5]([CH2:4][N:1]=[N+:2]=[N-:3])[N:10]=2)(=[O:17])=[O:16])=[CH:19][CH:20]=1. The catalyst class is: 20. (4) Reactant: [Cl:1][C:2]1[CH:3]=[C:4]([N:10]2[CH:22]([CH:23]3[CH2:27][CH2:26][CH2:25][CH2:24]3)[CH:21]3[C:12]([C:13]4[CH:14]=[CH:15][C:16]([C:28]([O:30]C)=[O:29])=[N:17][C:18]=4[CH2:19][CH2:20]3)=[N:11]2)[CH:5]=[CH:6][C:7]=1[C:8]#[N:9].[OH-].[Na+].CO. Product: [Cl:1][C:2]1[CH:3]=[C:4]([N:10]2[CH:22]([CH:23]3[CH2:27][CH2:26][CH2:25][CH2:24]3)[CH:21]3[C:12]([C:13]4[CH:14]=[CH:15][C:16]([C:28]([OH:30])=[O:29])=[N:17][C:18]=4[CH2:19][CH2:20]3)=[N:11]2)[CH:5]=[CH:6][C:7]=1[C:8]#[N:9]. The catalyst class is: 7. (5) Reactant: [CH2:1]([O:3][C:4]([C:6]1[N:10]2[CH2:11][CH2:12][CH2:13][CH2:14][C:9]2=[N:8][C:7]=1[NH:15][CH2:16][CH2:17][CH2:18][CH3:19])=[O:5])[CH3:2].C(N(CC)CC)C.[F:27][C:28]1[CH:29]=[C:30]([CH:34]=[CH:35][C:36]=1[F:37])[C:31](Cl)=[O:32]. Product: [CH2:1]([O:3][C:4]([C:6]1[N:10]2[CH2:11][CH2:12][CH2:13][CH2:14][C:9]2=[N:8][C:7]=1[N:15]([CH2:16][CH2:17][CH2:18][CH3:19])[C:31](=[O:32])[C:30]1[CH:34]=[CH:35][C:36]([F:37])=[C:28]([F:27])[CH:29]=1)=[O:5])[CH3:2]. The catalyst class is: 2.